Dataset: Peptide-MHC class II binding affinity with 134,281 pairs from IEDB. Task: Regression. Given a peptide amino acid sequence and an MHC pseudo amino acid sequence, predict their binding affinity value. This is MHC class II binding data. (1) The peptide sequence is KCVTVMAPDKPSLDI. The MHC is DRB1_0802 with pseudo-sequence DRB1_0802. The binding affinity (normalized) is 0.199. (2) The peptide sequence is GKWYLKAMTADQEVPE. The MHC is HLA-DPA10103-DPB10401 with pseudo-sequence HLA-DPA10103-DPB10401. The binding affinity (normalized) is 0.194.